From a dataset of Full USPTO retrosynthesis dataset with 1.9M reactions from patents (1976-2016). Predict the reactants needed to synthesize the given product. (1) Given the product [Cl:1][C:2]1[CH:7]=[CH:6][C:5]([CH2:8][CH:9]([NH:12][CH:16]=[O:17])[CH2:10][CH3:11])=[CH:4][C:3]=1[O:13][CH2:14][CH3:15], predict the reactants needed to synthesize it. The reactants are: [Cl:1][C:2]1[CH:7]=[CH:6][C:5]([CH2:8][CH:9]([NH2:12])[CH2:10][CH3:11])=[CH:4][C:3]=1[O:13][CH2:14][CH3:15].[CH:16](O)=[O:17]. (2) Given the product [CH3:15][O:16][C:17]([C:19]12[CH2:28][CH:23]3[CH2:24][CH:25]([CH2:27][CH:21]([CH:22]3[NH:29][C:10](=[O:12])[C:9]([NH:8][C:6]([O:5][C:1]([CH3:2])([CH3:3])[CH3:4])=[O:7])([CH3:14])[CH3:13])[CH2:20]1)[CH2:26]2)=[O:18], predict the reactants needed to synthesize it. The reactants are: [C:1]([O:5][C:6]([NH:8][C:9]([CH3:14])([CH3:13])[C:10]([OH:12])=O)=[O:7])([CH3:4])([CH3:3])[CH3:2].[CH3:15][O:16][C:17]([C:19]12[CH2:28][CH:23]3[CH2:24][CH:25]([CH2:27][CH:21]([CH:22]3[NH2:29])[CH2:20]1)[CH2:26]2)=[O:18].CCN=C=NCCCN(C)C.C1C=CC2N(O)N=NC=2C=1. (3) Given the product [OH:36][C:7]([CH3:8])([CH3:9])[C:6]([C:5]1[CH:4]=[CH:3][C:15]([O:19][CH2:16][C:31]([OH:32])=[O:34])=[CH:25][CH:30]=1)=[O:22], predict the reactants needed to synthesize it. The reactants are: ON1[C:7]([CH3:9])([CH3:8])[CH2:6][CH:5](NC(=O)C)[CH2:4][C:3]1([CH3:15])C.[C:16]([OH:19])(=[O:22])C.[C:16]([OH:19])(=[O:22])C.I[C:25]1[CH:30]=CC=[CH:30][CH:25]=1.[C:31](=[O:34])(O)[O-:32].[Na+].[OH-:36].[Na+]. (4) Given the product [Cl:1][C:2]1[CH:3]=[C:4]([C:12]2[O:16][N:15]=[C:14]([C:17]3[CH:25]=[CH:24][CH:23]=[C:22]4[C:18]=3[CH2:19][NH:20][CH2:21]4)[N:13]=2)[CH:5]=[CH:6][C:7]=1[O:8][CH:9]([CH3:11])[CH3:10], predict the reactants needed to synthesize it. The reactants are: [Cl:1][C:2]1[CH:3]=[C:4]([C:12]2[O:16][N:15]=[C:14]([C:17]3[CH:25]=[CH:24][CH:23]=[C:22]4[C:18]=3[CH2:19][N:20](C(OC(C)(C)C)=O)[CH2:21]4)[N:13]=2)[CH:5]=[CH:6][C:7]=1[O:8][CH:9]([CH3:11])[CH3:10].C(O)(C(F)(F)F)=O. (5) Given the product [F:1][C:2]1[CH:3]=[C:4]2[C:8](=[CH:9][C:10]=1[CH3:11])[NH:7][CH:6]=[C:5]2[C:17]#[N:16], predict the reactants needed to synthesize it. The reactants are: [F:1][C:2]1[CH:3]=[C:4]2[C:8](=[CH:9][C:10]=1[CH3:11])[NH:7][CH:6]=[CH:5]2.ClS([N:16]=[C:17]=O)(=O)=O. (6) Given the product [Cl:20][C:15]1[CH:14]=[C:13]2[C:18]([C:9]([C:5]3[CH:6]=[CH:7][CH:8]=[C:3]([C:2]4[NH:1][C:39](=[O:51])[S:40][N:37]=4)[CH:4]=3)=[C:10]([CH2:22][C:23]([NH:25][C:26]3[CH:31]=[CH:30][C:29]([F:32])=[CH:28][C:27]=3[C:33]([F:35])([F:34])[F:36])=[O:24])[C:11](=[O:21])[O:12]2)=[CH:17][C:16]=1[CH3:19], predict the reactants needed to synthesize it. The reactants are: [NH2:1][C:2](=[N:37]O)[C:3]1[CH:4]=[C:5]([C:9]2[C:18]3[C:13](=[CH:14][C:15]([Cl:20])=[C:16]([CH3:19])[CH:17]=3)[O:12][C:11](=[O:21])[C:10]=2[CH2:22][C:23]([NH:25][C:26]2[CH:31]=[CH:30][C:29]([F:32])=[CH:28][C:27]=2[C:33]([F:36])([F:35])[F:34])=[O:24])[CH:6]=[CH:7][CH:8]=1.[C:39](N1C=CN=C1)(N1C=CN=C1)=[S:40].[OH2:51].Cl. (7) The reactants are: Cl[CH2:2][CH2:3][CH2:4][CH2:5][CH2:6][N:7]1[C:15]([O:16]C)=[N:14][C:13]2[C:8]1=[N:9][C:10]([O:19][CH:20]([CH3:22])[CH3:21])=[N:11][C:12]=2[NH2:18].[NH:23]1[CH2:28][CH2:27][CH2:26][CH2:25][CH2:24]1. Given the product [NH2:18][C:12]1[N:11]=[C:10]([O:19][CH:20]([CH3:22])[CH3:21])[N:9]=[C:8]2[C:13]=1[NH:14][C:15](=[O:16])[N:7]2[CH2:6][CH2:5][CH2:4][CH2:3][CH2:2][N:23]1[CH2:28][CH2:27][CH2:26][CH2:25][CH2:24]1, predict the reactants needed to synthesize it. (8) The reactants are: [N+:1]([CH:4]=[CH:5][C:6]1[CH:15]=[CH:14][C:9]([C:10]([O:12][CH3:13])=[O:11])=[CH:8][CH:7]=1)([O-])=[O:2].C=O.CO.[H][H]. Given the product [OH:2][N:1]=[CH:4][CH2:5][C:6]1[CH:15]=[CH:14][C:9]([C:10]([O:12][CH3:13])=[O:11])=[CH:8][CH:7]=1, predict the reactants needed to synthesize it.